From a dataset of Reaction yield outcomes from USPTO patents with 853,638 reactions. Predict the reaction yield, written as a fraction of the theoretical maximum amount of product (1.0 means a 100% yield; for example, 0.34 means a 34% yield). (1) The yield is 0.280. The product is [CH3:13][O:14][C:15]1[CH:22]=[CH:21][C:18]([CH:10]([CH3:11])[C:12]#[N:26])=[CH:17][CH:16]=1. The reactants are [Li]CCCC.C(N[CH:10]([CH3:12])[CH3:11])(C)C.[CH3:13][O:14][C:15]1[CH:22]=[CH:21][C:18](C#N)=[CH:17][CH:16]=1.BrCC1C2C=CC(O[Si](C(C)(C)C)(C)C)=CC=2O[N:26]=1. The catalyst is O.C1COCC1. (2) The reactants are [C:1](=O)([O-])[O-].[K+].[K+].IC.[C:9]([C:11]1[C:12]([F:38])=[C:13]([NH:18][C:19]([C:21]2[N:25]([CH3:26])[N:24]=[C:23]([C:27]([F:33])([F:32])[C:28]([F:31])([F:30])[F:29])[C:22]=2[C:34]([F:37])([F:36])[F:35])=[O:20])[CH:14]=[CH:15][C:16]=1[F:17])#[N:10].O. The catalyst is CN(C=O)C. The product is [C:9]([C:11]1[C:12]([F:38])=[C:13]([N:18]([CH3:1])[C:19]([C:21]2[N:25]([CH3:26])[N:24]=[C:23]([C:27]([F:32])([F:33])[C:28]([F:31])([F:30])[F:29])[C:22]=2[C:34]([F:36])([F:37])[F:35])=[O:20])[CH:14]=[CH:15][C:16]=1[F:17])#[N:10]. The yield is 0.980. (3) The reactants are C(Cl)(=O)C(Cl)=O.CS(C)=O.[F:11][CH:12]1[CH:17]([O:18][CH2:19][CH:20]([OH:27])[C:21]2[CH:26]=[CH:25][CH:24]=[CH:23][CH:22]=2)[CH2:16][CH2:15][CH:14]([NH:28][C:29](=[O:35])[O:30][C:31]([CH3:34])([CH3:33])[CH3:32])[CH2:13]1.C(N(C(C)C)CC)(C)C. The catalyst is ClCCl. The product is [F:11][CH:12]1[CH:17]([O:18][CH2:19][C:20](=[O:27])[C:21]2[CH:22]=[CH:23][CH:24]=[CH:25][CH:26]=2)[CH2:16][CH2:15][CH:14]([NH:28][C:29](=[O:35])[O:30][C:31]([CH3:33])([CH3:32])[CH3:34])[CH2:13]1. The yield is 0.880. (4) The reactants are Cl[C:2]1[N:7]=[CH:6][C:5]([C:8]([N:10]2[CH2:15][CH2:14][O:13][CH2:12][CH2:11]2)=[O:9])=[CH:4][CH:3]=1.[NH2:16][NH2:17].C(N(CC)CC)C. The catalyst is C(O)C. The product is [NH:16]([C:2]1[N:7]=[CH:6][C:5]([C:8]([N:10]2[CH2:15][CH2:14][O:13][CH2:12][CH2:11]2)=[O:9])=[CH:4][CH:3]=1)[NH2:17]. The yield is 0.760. (5) The reactants are [Cl:1][C:2]1[CH:7]=[CH:6][C:5]([CH2:8]Cl)=[CH:4][N:3]=1.C(=O)([O-])[O-].[K+].[K+].[N:16]1([C:22]([O:24][C:25]([CH3:28])([CH3:27])[CH3:26])=[O:23])[CH2:21][CH2:20][NH:19][CH2:18][CH2:17]1.[OH-].[Na+]. The catalyst is C(#N)C. The product is [Cl:1][C:2]1[N:3]=[CH:4][C:5]([CH2:8][N:19]2[CH2:18][CH2:17][N:16]([C:22]([O:24][C:25]([CH3:28])([CH3:27])[CH3:26])=[O:23])[CH2:21][CH2:20]2)=[CH:6][CH:7]=1. The yield is 0.820. (6) The reactants are [Si:1]([O:8][C@H:9]([C@@H:23]([CH3:35])[CH2:24][CH2:25][CH2:26][O:27][Si:28]([C:31]([CH3:34])([CH3:33])[CH3:32])([CH3:30])[CH3:29])[C@@H:10]([CH3:22])[CH2:11][O:12]CC1C=CC(OC)=CC=1)([C:4]([CH3:7])([CH3:6])[CH3:5])([CH3:3])[CH3:2].C(Cl)Cl.C(C1C(=O)C(Cl)=C(Cl)C(=O)C=1C#N)#N. The catalyst is O. The product is [Si:1]([O:8][C@H:9]([C@@H:23]([CH3:35])[CH2:24][CH2:25][CH2:26][O:27][Si:28]([C:31]([CH3:32])([CH3:34])[CH3:33])([CH3:29])[CH3:30])[C@@H:10]([CH3:22])[CH2:11][OH:12])([C:4]([CH3:6])([CH3:7])[CH3:5])([CH3:3])[CH3:2]. The yield is 0.900.